This data is from Full USPTO retrosynthesis dataset with 1.9M reactions from patents (1976-2016). The task is: Predict the reactants needed to synthesize the given product. (1) Given the product [Cl:1][C:2]1[CH:3]=[C:4]([C:26]2[N:30]([C:31]3[CH:36]=[CH:35][CH:34]=[CH:33][CH:32]=3)[N:29]=[C:28]([NH2:37])[CH:27]=2)[CH:5]=[C:6]([CH2:8][O:9][C@H:10]([CH3:15])[C:11]([F:12])([F:13])[F:14])[CH:7]=1, predict the reactants needed to synthesize it. The reactants are: [Cl:1][C:2]1[CH:3]=[C:4](B2OC(C)(C)C(C)(C)O2)[CH:5]=[C:6]([CH2:8][O:9][C@H:10]([CH3:15])[C:11]([F:14])([F:13])[F:12])[CH:7]=1.I[C:26]1[N:30]([C:31]2[CH:36]=[CH:35][CH:34]=[CH:33][CH:32]=2)[N:29]=[C:28]([NH2:37])[CH:27]=1.C(=O)([O-])[O-].[Na+].[Na+].C1(P(C2CCCCC2)C2CCCCC2)CCCCC1.C(=O)([O-])O.[Na+]. (2) Given the product [OH:11][CH2:10][C:3]1[CH:4]=[CH:5][CH:6]=[C:7]([CH2:8][OH:9])[C:2]=1[NH:1][C:17](=[O:18])[O:16][C:13]([CH3:15])([CH3:14])[CH3:12], predict the reactants needed to synthesize it. The reactants are: [NH2:1][C:2]1[C:7]([CH2:8][OH:9])=[CH:6][CH:5]=[CH:4][C:3]=1[CH2:10][OH:11].[CH3:12][C:13]([O:16][C:17](O[C:17]([O:16][C:13]([CH3:15])([CH3:14])[CH3:12])=[O:18])=[O:18])([CH3:15])[CH3:14]. (3) Given the product [N:1]1([C:6]2[CH:25]=[CH:24][C:9]([CH2:10][C:11]3[C:12]([Cl:23])=[N:13][C:14]4[C:19]([C:20]=3[Cl:21])=[CH:18][C:17]([C:38]([C:37]3[C:32]([CH3:31])=[N:33][C:34]([CH3:46])=[CH:35][CH:36]=3)([C:40]3[N:44]([CH3:45])[N:43]=[N:42][CH:41]=3)[OH:39])=[CH:16][CH:15]=4)=[CH:8][CH:7]=2)[CH:5]=[CH:4][CH:3]=[N:2]1, predict the reactants needed to synthesize it. The reactants are: [N:1]1([C:6]2[CH:25]=[CH:24][C:9]([CH2:10][C:11]3[C:12]([Cl:23])=[N:13][C:14]4[C:19]([C:20]=3[Cl:21])=[CH:18][C:17](Br)=[CH:16][CH:15]=4)=[CH:8][CH:7]=2)[CH:5]=[CH:4][CH:3]=[N:2]1.[Li]CCCC.[CH3:31][C:32]1[C:37]([C:38]([C:40]2[N:44]([CH3:45])[N:43]=[N:42][CH:41]=2)=[O:39])=[CH:36][CH:35]=[C:34]([CH3:46])[N:33]=1. (4) Given the product [C:1]([O:5][C:6]([N:8]1[CH2:12][CH2:11][CH:10]([C:13]2[CH:14]=[N:15][CH:16]=[C:17]([NH2:19])[CH:18]=2)[CH2:9]1)=[O:7])([CH3:4])([CH3:2])[CH3:3], predict the reactants needed to synthesize it. The reactants are: [C:1]([O:5][C:6]([N:8]1[CH2:12][CH:11]=[C:10]([C:13]2[CH:14]=[N:15][CH:16]=[C:17]([NH2:19])[CH:18]=2)[CH2:9]1)=[O:7])([CH3:4])([CH3:3])[CH3:2]. (5) Given the product [O:21]1[C:22]2[C:23](=[N:24][CH:25]=[CH:26][CH:27]=2)[O:28][C@@H:19]([C:16]2[CH:17]=[CH:18][C:13]([CH2:12][N:9]3[CH2:10][CH2:11][C:6]([CH3:4])([OH:37])[CH2:7][CH2:8]3)=[CH:14][CH:15]=2)[CH2:20]1, predict the reactants needed to synthesize it. The reactants are: C(O[C:4]([CH:6]1[CH2:11][CH2:10][N:9]([CH2:12][C:13]2[CH:18]=[CH:17][C:16]([C@@H:19]3[O:28][C:23]4=[N:24][CH:25]=[CH:26][CH:27]=[C:22]4[O:21][CH2:20]3)=[CH:15][CH:14]=2)[CH2:8][CH2:7]1)=O)C.Cl.CC1([OH:37])CCNCC1. (6) The reactants are: Br[C:2]1[CH:3]=[C:4]([C:7]2[CH:8]=[N:9][CH:10]=[CH:11][CH:12]=2)[S:5][CH:6]=1.[B:13]1([B:13]2[O:18][CH2:17][C:16]([CH3:20])([CH3:19])[CH2:15][O:14]2)[O:18][CH2:17][C:16]([CH3:20])([CH3:19])[CH2:15][O:14]1.CC([O-])=O.[K+]. Given the product [CH3:19][C:16]1([CH3:20])[CH2:17][O:18][B:13]([C:2]2[CH:3]=[C:4]([C:7]3[CH:8]=[N:9][CH:10]=[CH:11][CH:12]=3)[S:5][CH:6]=2)[O:14][CH2:15]1, predict the reactants needed to synthesize it. (7) Given the product [O:17]([C:24]1[CH:29]=[CH:28][C:27]([C:2]2[C:3]([NH:15][C:14]3[N:9]=[C:10]([NH:16][C:33](=[O:36])[CH:34]=[CH2:35])[CH:11]=[CH:12][CH:13]=3)=[N:4][CH:5]=[N:6][CH:7]=2)=[CH:26][CH:25]=1)[C:18]1[CH:23]=[CH:22][CH:21]=[CH:20][CH:19]=1, predict the reactants needed to synthesize it. The reactants are: Br[C:2]1[C:3](Cl)=[N:4][CH:5]=[N:6][CH:7]=1.[N:9]1[C:14]([NH2:15])=[CH:13][CH:12]=[CH:11][C:10]=1[NH2:16].[O:17]([C:24]1[CH:29]=[CH:28][C:27](B(O)O)=[CH:26][CH:25]=1)[C:18]1[CH:23]=[CH:22][CH:21]=[CH:20][CH:19]=1.[C:33](Cl)(=[O:36])[CH:34]=[CH2:35]. (8) The reactants are: C(N)(=O)C1C=CC=CC=1.[S:10]1[CH:14]=[CH:13][C:12]([C@H:15]2[C@@H:24]3[CH2:25][CH2:26][N:27]([C:28]([C@H:30]4[CH2:35][CH2:34][CH2:33][CH2:32][C@H:31]4[NH:36][C:37](=[O:44])[C:38]4[CH:43]=[CH:42][CH:41]=[CH:40][CH:39]=4)=[O:29])[C@@H:23]3[C:22]3[CH:21]=[CH:20][CH:19]=[CH:18][C:17]=3[NH:16]2)=[CH:11]1. Given the product [S:10]1[CH:14]=[CH:13][C:12]([C:15]2[C:24]3[CH2:25][CH2:26][N:27]([C:28]([C@H:30]4[CH2:35][CH2:34][CH2:33][CH2:32][C@H:31]4[NH:36][C:37](=[O:44])[C:38]4[CH:43]=[CH:42][CH:41]=[CH:40][CH:39]=4)=[O:29])[C:23]=3[C:22]3[CH:21]=[CH:20][CH:19]=[CH:18][C:17]=3[N:16]=2)=[CH:11]1, predict the reactants needed to synthesize it.